Dataset: Forward reaction prediction with 1.9M reactions from USPTO patents (1976-2016). Task: Predict the product of the given reaction. (1) The product is: [F:22][C:23]1[CH:31]=[CH:30][C:26]([C:27]2[O:15][N:14]=[C:12]([C:11]3[CH:16]=[CH:17][C:8]([N:5]4[CH2:6][CH2:7][CH:2]([F:1])[CH2:3][CH2:4]4)=[C:9]([C:18]([F:21])([F:19])[F:20])[CH:10]=3)[N:13]=2)=[CH:25][CH:24]=1. Given the reactants [F:1][CH:2]1[CH2:7][CH2:6][N:5]([C:8]2[CH:17]=[CH:16][C:11]([C:12](=[N:14][OH:15])[NH2:13])=[CH:10][C:9]=2[C:18]([F:21])([F:20])[F:19])[CH2:4][CH2:3]1.[F:22][C:23]1[CH:31]=[CH:30][C:26]([C:27](Cl)=O)=[CH:25][CH:24]=1.N1C=CC=CC=1, predict the reaction product. (2) The product is: [Cl:10][C:4]1[C:5](=[O:9])[N:6]([CH3:8])[N:7]=[C:2]([CH3:12])[C:3]=1[Cl:11]. Given the reactants Br[C:2]1[C:3]([Cl:11])=[C:4]([Cl:10])[C:5](=[O:9])[N:6]([CH3:8])[N:7]=1.[C:12](=O)([O-])[O-].[Cs+].[Cs+].CB1OB(C)OB(C)O1.O1CCOCC1, predict the reaction product. (3) Given the reactants [CH2:1]([NH2:4])[CH2:2][CH3:3].[Cl:5][C:6]1[CH:11]=[C:10]([Cl:12])[CH:9]=[CH:8][C:7]=1[S:13]([NH:16][C:17]1[N:22]=[C:21](Cl)[C:20]([S:24][C:25]2[CH:30]=[CH:29][C:28]([S:31]([N:34]3[CH2:39][CH2:38][CH2:37][CH2:36][CH2:35]3)(=[O:33])=[O:32])=[CH:27][CH:26]=2)=[CH:19][N:18]=1)(=[O:15])=[O:14].CCOCC, predict the reaction product. The product is: [Cl:5][C:6]1[CH:11]=[C:10]([Cl:12])[CH:9]=[CH:8][C:7]=1[S:13]([NH:16][C:17]1[N:22]=[C:21]([NH:4][CH2:1][CH2:2][CH3:3])[C:20]([S:24][C:25]2[CH:30]=[CH:29][C:28]([S:31]([N:34]3[CH2:35][CH2:36][CH2:37][CH2:38][CH2:39]3)(=[O:33])=[O:32])=[CH:27][CH:26]=2)=[CH:19][N:18]=1)(=[O:14])=[O:15]. (4) Given the reactants [N:1]12[CH2:10][CH:5]3[CH2:6][CH:7]([CH2:9][CH:3]([C@H:4]3[CH2:11][NH2:12])[CH2:2]1)[CH2:8]2.[NH:13]1[C:21]2[C:16](=[CH:17][C:18]([C:22](O)=[O:23])=[CH:19][CH:20]=2)[CH:15]=[CH:14]1.Cl.CN(C)CCCN=C=NCC.ON1C2C=CC=CC=2N=N1, predict the reaction product. The product is: [N:1]12[CH2:10][CH:5]3[CH2:6][CH:7]([CH2:9][CH:3]([C@H:4]3[CH2:11][NH:12][C:22]([C:18]3[CH:17]=[C:16]4[C:21](=[CH:20][CH:19]=3)[NH:13][CH:14]=[CH:15]4)=[O:23])[CH2:2]1)[CH2:8]2. (5) Given the reactants [CH2:1]([O:8][CH2:9][C@H:10]([NH:14][C:15]([O:17][C:18]([CH3:21])([CH3:20])[CH3:19])=[O:16])[C:11]([OH:13])=[O:12])[C:2]1[CH:7]=[CH:6][CH:5]=[CH:4][CH:3]=1.CCN=C=NCCCN(C)C.Cl.[CH:34]1(O)[CH2:39][CH2:38][CH2:37][CH2:36][CH2:35]1, predict the reaction product. The product is: [CH2:1]([O:8][CH2:9][C@H:10]([NH:14][C:15]([O:17][C:18]([CH3:21])([CH3:20])[CH3:19])=[O:16])[C:11]([O:13][CH:34]1[CH2:39][CH2:38][CH2:37][CH2:36][CH2:35]1)=[O:12])[C:2]1[CH:3]=[CH:4][CH:5]=[CH:6][CH:7]=1. (6) Given the reactants Cl.[NH2:2][CH2:3][C:4]1[CH:5]=[C:6]2[C:10](=[CH:11][CH:12]=1)[C:9](=[O:13])[N:8]([CH:14]1[CH2:19][CH2:18][C:17](=[O:20])[NH:16][C:15]1=[O:21])[C:7]2=[O:22].Cl[C:24]([O:26][CH2:27][CH2:28][CH2:29][CH2:30][CH2:31][CH3:32])=[O:25].C(N(CC)CC)C.CC#N, predict the reaction product. The product is: [CH2:27]([O:26][C:24](=[O:25])[NH:2][CH2:3][C:4]1[CH:5]=[C:6]2[C:10](=[CH:11][CH:12]=1)[C:9](=[O:13])[N:8]([CH:14]1[CH2:19][CH2:18][C:17](=[O:20])[NH:16][C:15]1=[O:21])[C:7]2=[O:22])[CH2:28][CH2:29][CH2:30][CH2:31][CH3:32]. (7) Given the reactants [CH3:1][O:2][C:3]1[CH:12]=[CH:11][C:6]([C:7](OC)=[O:8])=[C:5]([CH3:13])[CH:4]=1.[H-].[H-].[H-].[H-].[Li+].[Al+3], predict the reaction product. The product is: [CH3:1][O:2][C:3]1[CH:12]=[CH:11][C:6]([CH2:7][OH:8])=[C:5]([CH3:13])[CH:4]=1. (8) Given the reactants [N+:1]([C:4]1[CH:5]=[C:6]([CH2:10][C:11]#[N:12])[CH:7]=[CH:8][CH:9]=1)([O-])=O.O.NN.[F:16][C:17]([F:24])([F:23])[C:18](OCC)=[O:19], predict the reaction product. The product is: [NH2:1][C:4]1[CH:5]=[C:6]([CH2:10][CH2:11][NH:12][C:18](=[O:19])[C:17]([F:24])([F:23])[F:16])[CH:7]=[CH:8][CH:9]=1. (9) The product is: [ClH:27].[F:2][C:3]1[C:4]([NH:16][CH2:17][C@H:18]2[CH2:22][CH2:21][CH2:20][N:19]2[S:24]([CH3:23])(=[O:26])=[O:25])=[N:5][C:6]([NH:9][C:10]2[CH:11]=[N:12][N:13]([CH3:15])[CH:14]=2)=[N:7][CH:8]=1. Given the reactants Cl.[F:2][C:3]1[C:4]([NH:16][CH2:17][C@H:18]2[CH2:22][CH2:21][CH2:20][NH:19]2)=[N:5][C:6]([NH:9][C:10]2[CH:11]=[N:12][N:13]([CH3:15])[CH:14]=2)=[N:7][CH:8]=1.[CH3:23][S:24]([Cl:27])(=[O:26])=[O:25].C(N(CC)CC)C, predict the reaction product. (10) Given the reactants [CH:1]([S:4]([N:7]1[CH2:12][CH2:11][N:10]([C:13]2[C:14]3[O:21][C:20]([CH:22]=O)=[CH:19][C:15]=3[CH:16]=[N:17][CH:18]=2)[CH2:9][CH2:8]1)(=[O:6])=[O:5])([CH3:3])[CH3:2].[CH2:24]1[S:30][C:28](=[O:29])[NH:27][C:25]1=[O:26].NCCC(O)=O, predict the reaction product. The product is: [CH:1]([S:4]([N:7]1[CH2:12][CH2:11][N:10]([C:13]2[C:14]3[O:21][C:20](/[CH:22]=[C:24]4/[C:25](=[O:26])[NH:27][C:28](=[O:29])[S:30]/4)=[CH:19][C:15]=3[CH:16]=[N:17][CH:18]=2)[CH2:9][CH2:8]1)(=[O:5])=[O:6])([CH3:3])[CH3:2].